This data is from Catalyst prediction with 721,799 reactions and 888 catalyst types from USPTO. The task is: Predict which catalyst facilitates the given reaction. (1) Reactant: [Cl:1][C:2]1[CH:7]=[CH:6][C:5]([C:8]2[CH:13]=[CH:12][N:11]=[C:10]([NH:14][C:15](=[O:21])[O:16][C:17]([CH3:20])([CH3:19])[CH3:18])[C:9]=2[CH:22]=O)=[C:4]([F:24])[CH:3]=1.[CH3:25][NH2:26]. Product: [F-:24].[C:17]([O:16][C:15]([NH:14][C:10]1[N:11]=[CH:12][CH:13]=[C:8]2[C:9]=1[CH:22]=[N+:26]([CH3:25])[C:4]1[CH:3]=[C:2]([Cl:1])[CH:7]=[CH:6][C:5]2=1)=[O:21])([CH3:20])([CH3:19])[CH3:18]. The catalyst class is: 8. (2) Reactant: [O:1]1[C:5]2[C:6]([C:10](O)=[O:11])=[CH:7][CH:8]=[CH:9][C:4]=2[CH2:3][CH2:2]1.[H-].[Al+3].[Li+].[H-].[H-].[H-].O. Product: [O:1]1[C:5]2[C:6]([CH2:10][OH:11])=[CH:7][CH:8]=[CH:9][C:4]=2[CH2:3][CH2:2]1. The catalyst class is: 7. (3) Reactant: F[C:2]1[CH:7]=[CH:6][C:5]([N+:8]([O-:10])=[O:9])=[C:4]([O:11][CH2:12][CH3:13])[CH:3]=1.[C:14]([N:17]1[CH2:22][CH2:21][NH:20][CH2:19][CH2:18]1)(=[O:16])[CH3:15].C(=O)([O-])[O-].[K+].[K+]. Product: [CH2:12]([O:11][C:4]1[CH:3]=[C:2]([N:20]2[CH2:21][CH2:22][N:17]([C:14](=[O:16])[CH3:15])[CH2:18][CH2:19]2)[CH:7]=[CH:6][C:5]=1[N+:8]([O-:10])=[O:9])[CH3:13]. The catalyst class is: 9. (4) Product: [CH:1]([C:4]1[CH:25]=[CH:24][C:7]([C:8]2[CH:10]=[CH:11][CH:12]=[C:13]([C:14]3[CH:19]=[CH:18][C:17]([CH:20]([CH3:22])[CH3:21])=[CH:16][CH:15]=3)[N:27]=2)=[CH:6][CH:5]=1)([CH3:3])[CH3:2]. The catalyst class is: 15. Reactant: [CH:1]([C:4]1[CH:25]=[CH:24][C:7]([C:8]([CH2:10][CH2:11][CH2:12][C:13](=O)[C:14]2[CH:19]=[CH:18][C:17]([CH:20]([CH3:22])[CH3:21])=[CH:16][CH:15]=2)=O)=[CH:6][CH:5]=1)([CH3:3])[CH3:2].Cl.[NH2:27]O.O.[OH-].[Na+]. (5) Reactant: C[O:2][C:3](=[O:30])[C:4]1[CH:9]=[CH:8][C:7]([N:10]2[CH2:15][CH2:14][C:13]3[CH:16]=[C:17]([C:19]4[CH:24]=[CH:23][C:22]([O:25][CH3:26])=[CH:21][CH:20]=4)[S:18][C:12]=3[C:11]2=[O:27])=[CH:6][C:5]=1[O:28][CH3:29].O.[OH-].[Li+].Cl. Product: [CH3:29][O:28][C:5]1[CH:6]=[C:7]([N:10]2[CH2:15][CH2:14][C:13]3[CH:16]=[C:17]([C:19]4[CH:20]=[CH:21][C:22]([O:25][CH3:26])=[CH:23][CH:24]=4)[S:18][C:12]=3[C:11]2=[O:27])[CH:8]=[CH:9][C:4]=1[C:3]([OH:30])=[O:2]. The catalyst class is: 38. (6) Reactant: [F:1][C:2]1[CH:3]=[C:4]([C:8]([C:10]2[N:19]=[C:18]([NH:20][C:21]3[CH:25]=[C:24]([CH3:26])[NH:23][N:22]=3)[C:17]3[C:12](=[CH:13][CH:14]=[CH:15][CH:16]=3)[N:11]=2)=[O:9])[CH:5]=[CH:6][CH:7]=1.C1COCC1.CO.[BH4-].[Na+].Cl. Product: [F:1][C:2]1[CH:3]=[C:4]([CH:8]([C:10]2[N:19]=[C:18]([NH:20][C:21]3[CH:25]=[C:24]([CH3:26])[NH:23][N:22]=3)[C:17]3[C:12](=[CH:13][CH:14]=[CH:15][CH:16]=3)[N:11]=2)[OH:9])[CH:5]=[CH:6][CH:7]=1. The catalyst class is: 16.